This data is from Ames mutagenicity test results for genotoxicity prediction. The task is: Regression/Classification. Given a drug SMILES string, predict its toxicity properties. Task type varies by dataset: regression for continuous values (e.g., LD50, hERG inhibition percentage) or binary classification for toxic/non-toxic outcomes (e.g., AMES mutagenicity, cardiotoxicity, hepatotoxicity). Dataset: ames. (1) The compound is CCN=c1cc2oc3cc(NCC)c(C)cc3c(-c3ccccc3C(=O)OCC)c-2cc1C. The result is 0 (non-mutagenic). (2) The drug is CC=O. The result is 0 (non-mutagenic). (3) The molecule is O=C(/C=C/c1cccc([N+](=O)[O-])c1)c1ccccc1. The result is 0 (non-mutagenic). (4) The drug is N[C@H](CS)C(=O)O. The result is 1 (mutagenic). (5) The compound is OC1COC(NCCc2c[nH]c3ccccc23)C(O)C1O. The result is 1 (mutagenic). (6) The compound is O=C(Cl)c1ccc(Cl)cc1. The result is 0 (non-mutagenic). (7) The drug is CCCCC(CC)COC(=O)c1ccccc1C(=O)OCC(CC)CCCC. The result is 0 (non-mutagenic). (8) The molecule is CC(=O)N=C1C=CC(=O)C=C1. The result is 0 (non-mutagenic).